This data is from Reaction yield outcomes from USPTO patents with 853,638 reactions. The task is: Predict the reaction yield, written as a fraction of the theoretical maximum amount of product (1.0 means a 100% yield; for example, 0.34 means a 34% yield). (1) The reactants are Cl[C:2]1[CH:3]=[CH:4][C:5]([N+:8]([O-:10])=[O:9])=[N:6][CH:7]=1.[CH3:11][S-:12].[Na+]. The catalyst is CO. The product is [CH3:11][S:12][C:2]1[CH:3]=[CH:4][C:5]([N+:8]([O-:10])=[O:9])=[N:6][CH:7]=1. The yield is 0.660. (2) The reactants are [Cl:1][C:2]1[CH:7]=[CH:6][CH:5]=[C:4]([Cl:8])[C:3]=1[C:9]1[C:17]2[O:16][CH:15]([CH2:18][NH2:19])[CH2:14][C:13]=2[CH:12]=[CH:11][CH:10]=1.C(N(C(C)C)CC)(C)C.Cl[C:30]([O:32][CH2:33][C:34]1[CH:39]=[CH:38][CH:37]=[CH:36][CH:35]=1)=[O:31].C1(C2C3OC(CNC(=O)OCC4C=CC=CC=4)CC=3C=CC=2)CCCC1. No catalyst specified. The product is [CH2:33]([O:32][C:30](=[O:31])[NH:19][CH2:18][CH:15]1[CH2:14][C:13]2[CH:12]=[CH:11][CH:10]=[C:9]([C:3]3[C:4]([Cl:8])=[CH:5][CH:6]=[CH:7][C:2]=3[Cl:1])[C:17]=2[O:16]1)[C:34]1[CH:39]=[CH:38][CH:37]=[CH:36][CH:35]=1. The yield is 0.940. (3) The reactants are [Br:1][C:2]1[CH:7]=[CH:6][CH:5]=[C:4]([CH2:8][CH2:9][CH:10]=[CH2:11])[CH:3]=1.[OH-:12].[Na+].OO. The yield is 0.900. No catalyst specified. The product is [Br:1][C:2]1[CH:3]=[C:4]([CH2:8][CH2:9][CH2:10][CH2:11][OH:12])[CH:5]=[CH:6][CH:7]=1. (4) The reactants are [NH2:1][C:2]1[CH:7]=[C:6]([Cl:8])[CH:5]=[CH:4][C:3]=1[SH:9].Cl[CH2:11][C:12]1[N:17]=[CH:16][CH:15]=[CH:14][N:13]=1.C([O-])([O-])=O.[K+].[K+]. The catalyst is CN(C=O)C. The product is [Cl:8][C:6]1[CH:5]=[CH:4][C:3]([S:9][CH2:11][C:12]2[N:17]=[CH:16][CH:15]=[CH:14][N:13]=2)=[C:2]([CH:7]=1)[NH2:1]. The yield is 0.390. (5) The reactants are C(N(C(C)C)CC)(C)C.Cl.[CH3:11][O:12][C:13](=[O:20])[C@H:14]([CH2:16][CH2:17][S:18][CH3:19])[NH2:15].[S:21]1[C:25]2[CH:26]=[CH:27][CH:28]=[CH:29][C:24]=2[CH:23]=[C:22]1[C:30]1[O:34][C:33](=[O:35])[C:32]2([CH2:40][CH2:39][CH2:38][CH2:37][CH2:36]2)[N:31]=1. The catalyst is C1(C)C=CC=CC=1. The product is [CH3:11][O:12][C:13](=[O:20])[C@H:14]([CH2:16][CH2:17][S:18][CH3:19])[NH:15][C:33]([C:32]1([NH:31][C:30]([C:22]2[S:21][C:25]3[CH:26]=[CH:27][CH:28]=[CH:29][C:24]=3[CH:23]=2)=[O:34])[CH2:36][CH2:37][CH2:38][CH2:39][CH2:40]1)=[O:35]. The yield is 0.860. (6) The reactants are [OH-].[K+].[CH2:3](Br)[C:4]1[CH:9]=[CH:8][CH:7]=[CH:6][CH:5]=1.[OH:11][C:12]1[CH:20]=[CH:19][C:15]([C:16]([OH:18])=[O:17])=[CH:14][CH:13]=1.Cl. The catalyst is CCO.O.O. The product is [CH2:3]([O:11][C:12]1[CH:20]=[CH:19][C:15]([C:16]([OH:18])=[O:17])=[CH:14][CH:13]=1)[C:4]1[CH:9]=[CH:8][CH:7]=[CH:6][CH:5]=1. The yield is 0.622. (7) The reactants are C(OC([N:11]1[CH2:20][CH2:19][C:14]2([O:18][CH2:17][CH2:16][O:15]2)[CH:13]([F:21])[CH2:12]1)=O)C1C=CC=CC=1. The product is [F:21][CH:13]1[CH2:12][NH:11][CH2:20][CH2:19][C:14]21[O:18][CH2:17][CH2:16][O:15]2. The yield is 0.950. The catalyst is [Pd].